Dataset: Full USPTO retrosynthesis dataset with 1.9M reactions from patents (1976-2016). Task: Predict the reactants needed to synthesize the given product. Given the product [Cl:1][C:2]1[CH:3]=[C:4]([C@@H:9]([C:22]2[CH:27]=[CH:26][C:25]([C:28]3[CH:32]=[N:31][NH:30][CH:29]=3)=[CH:24][CH:23]=2)[CH2:10][C:11]([NH2:13])=[O:12])[CH:5]=[CH:6][C:7]=1[Cl:8], predict the reactants needed to synthesize it. The reactants are: [Cl:1][C:2]1[CH:3]=[C:4]([C@@H:9]([C:22]2[CH:27]=[CH:26][C:25]([C:28]3[CH:29]=[N:30][NH:31][CH:32]=3)=[CH:24][CH:23]=2)[CH2:10][C:11]([NH:13][C@H](C2C=CC=CC=2)C)=[O:12])[CH:5]=[CH:6][C:7]=1[Cl:8].O.[OH-].[Na+].